This data is from Forward reaction prediction with 1.9M reactions from USPTO patents (1976-2016). The task is: Predict the product of the given reaction. (1) The product is: [Cl:1][C:2]1[CH:3]=[C:4]([C:12]2[O:16][N:15]=[C:14]([C:17]3[CH:18]=[CH:19][CH:20]=[C:21]4[C:25]=3[NH:24][CH:23]=[C:22]4[CH2:26][NH:27][C@H:28]([C:30]([OH:32])=[O:31])[CH3:29])[N:13]=2)[CH:5]=[CH:6][C:7]=1[O:8][CH:9]([CH3:10])[CH3:11]. Given the reactants [Cl:1][C:2]1[CH:3]=[C:4]([C:12]2[O:16][N:15]=[C:14]([C:17]3[CH:18]=[CH:19][CH:20]=[C:21]4[C:25]=3[NH:24][CH:23]=[C:22]4[CH2:26][NH:27][C@H:28]([C:30]([O:32]C)=[O:31])[CH3:29])[N:13]=2)[CH:5]=[CH:6][C:7]=1[O:8][CH:9]([CH3:11])[CH3:10].[OH-].[Na+], predict the reaction product. (2) The product is: [CH3:23][O:24][CH2:25][O:1][C:2]1[CH:11]=[C:10]2[C:5]([C:6]([C:13]([F:16])([F:14])[F:15])=[CH:7][C:8](=[O:12])[O:9]2)=[CH:4][CH:3]=1. Given the reactants [OH:1][C:2]1[CH:11]=[C:10]2[C:5]([C:6]([C:13]([F:16])([F:15])[F:14])=[CH:7][C:8](=[O:12])[O:9]2)=[CH:4][CH:3]=1.C([O-])([O-])=O.[K+].[K+].[CH3:23][O:24][CH2:25]Br.CCOC(C)=O, predict the reaction product. (3) Given the reactants FC(F)(F)S(O[C:7]1[CH2:12][CH2:11][CH:10]([O:13][CH2:14][CH:15]2[CH2:20][CH2:19][N:18]([C:21]([O:23][C:24]([CH3:27])([CH3:26])[CH3:25])=[O:22])[CH2:17][CH2:16]2)[CH2:9][CH:8]=1)(=O)=O.[CH3:30][S:31]([C:34]1[CH:39]=[CH:38][C:37](B(O)O)=[CH:36][CH:35]=1)(=[O:33])=[O:32].C(=O)([O-])[O-].[Na+].[Na+], predict the reaction product. The product is: [CH3:30][S:31]([C:34]1[CH:39]=[CH:38][C:37]([C:7]2[CH2:12][CH2:11][CH:10]([O:13][CH2:14][CH:15]3[CH2:20][CH2:19][N:18]([C:21]([O:23][C:24]([CH3:26])([CH3:25])[CH3:27])=[O:22])[CH2:17][CH2:16]3)[CH2:9][CH:8]=2)=[CH:36][CH:35]=1)(=[O:33])=[O:32].